This data is from Catalyst prediction with 721,799 reactions and 888 catalyst types from USPTO. The task is: Predict which catalyst facilitates the given reaction. (1) Reactant: [F:1][CH:2]([F:14])[C:3]1[CH:12]=[CH:11][C:6]([C:7]([O:9]C)=[O:8])=[C:5]([F:13])[CH:4]=1.O.[OH-].[Li+].Cl. Product: [F:14][CH:2]([F:1])[C:3]1[CH:12]=[CH:11][C:6]([C:7]([OH:9])=[O:8])=[C:5]([F:13])[CH:4]=1. The catalyst class is: 20. (2) Reactant: [C:1]([NH:4][C:5]1[S:6][C:7]([C:12]([O:14][CH2:15][CH3:16])=[O:13])=[C:8]([CH2:10]Cl)[N:9]=1)(=[O:3])[CH3:2].C1(P(C2C=CC=CC=2)C2C=CC=CC=2)C=CC=CC=1.CC(C)([O-])C.[K+].[N+:42]([C:45]1[CH:52]=[CH:51][C:48]([CH:49]=O)=[CH:47][CH:46]=1)([O-:44])=[O:43]. Product: [C:1]([NH:4][C:5]1[S:6][C:7]([C:12]([O:14][CH2:15][CH3:16])=[O:13])=[C:8](/[CH:10]=[CH:49]/[C:48]2[CH:51]=[CH:52][C:45]([N+:42]([O-:44])=[O:43])=[CH:46][CH:47]=2)[N:9]=1)(=[O:3])[CH3:2]. The catalyst class is: 9. (3) Reactant: Cl[C:2]1[CH:7]=[C:6]([Cl:8])[N:5]=[C:4]([S:9][CH3:10])[N:3]=1.N[CH:12]([OH:14])[CH3:13].C([N:17](CC)CC)C. Product: [Cl:8][C:6]1[N:5]=[C:4]([S:9][CH3:10])[N:3]=[C:2]([NH:17][CH2:13][CH2:12][OH:14])[CH:7]=1. The catalyst class is: 5.